From a dataset of Reaction yield outcomes from USPTO patents with 853,638 reactions. Predict the reaction yield, written as a fraction of the theoretical maximum amount of product (1.0 means a 100% yield; for example, 0.34 means a 34% yield). The reactants are [C:1](Cl)(=[O:3])[CH3:2].[Cl-].[Al+3].[Cl-].[Cl-].[NH:9]1[C:17]2[C:12](=[CH:13][CH:14]=[CH:15][CH:16]=2)[CH:11]=[C:10]1[C:18]([O:20][CH2:21][CH3:22])=[O:19]. The product is [C:1]([C:16]1[CH:15]=[CH:14][CH:13]=[C:12]2[C:17]=1[NH:9][C:10]([C:18]([O:20][CH2:21][CH3:22])=[O:19])=[CH:11]2)(=[O:3])[CH3:2]. The yield is 0.150. The catalyst is ClCCCl.